This data is from Full USPTO retrosynthesis dataset with 1.9M reactions from patents (1976-2016). The task is: Predict the reactants needed to synthesize the given product. (1) The reactants are: [CH3:1][C:2]1[O:6][C:5]([C:7]([O:9][CH3:10])=[O:8])=[CH:4][CH:3]=1.[Cl-].[Al+3].[Cl-].[Cl-].[Br:15]Br.O. Given the product [Br:15][C:3]1[CH:4]=[C:5]([C:7]([O:9][CH3:10])=[O:8])[O:6][C:2]=1[CH3:1], predict the reactants needed to synthesize it. (2) The reactants are: [CH3:1][C:2]1[C:6]([CH:7]([OH:21])[C:8]2[O:9][C:10]3[CH:16]=[CH:15][C:14]([CH2:17][C:18](O)=[O:19])=[CH:13][C:11]=3[CH:12]=2)=[C:5]([CH3:22])[O:4][N:3]=1.[CH3:23][C:24]1[CH:29]=[C:28]([CH3:30])[CH:27]=[CH:26][C:25]=1[CH:31]([NH2:37])[CH2:32][CH2:33][CH:34]([CH3:36])[CH3:35].C(OCC#N)(C)C. Given the product [CH3:1][C:2]1[C:6]([CH:7]([OH:21])[C:8]2[O:9][C:10]3[CH:16]=[CH:15][C:14]([CH2:17][C:18]([NH:37][CH:31]([C:25]4[CH:26]=[CH:27][C:28]([CH3:30])=[CH:29][C:24]=4[CH3:23])[CH2:32][CH2:33][CH:34]([CH3:36])[CH3:35])=[O:19])=[CH:13][C:11]=3[CH:12]=2)=[C:5]([CH3:22])[O:4][N:3]=1, predict the reactants needed to synthesize it. (3) Given the product [Br:15][C:16]1[CH:23]=[C:22]([C:24]([F:27])([F:26])[F:25])[CH:21]=[CH:20][C:17]=1[CH2:18][NH:41][C:38]1[CH:37]=[CH:36][C:35]([C:32]2[CH:33]=[CH:34][C:29]([Cl:28])=[CH:30][CH:31]=2)=[CH:40][CH:39]=1, predict the reactants needed to synthesize it. The reactants are: [BH-](OC(C)=O)(OC(C)=O)OC(C)=O.[Na+].[Br:15][C:16]1[CH:23]=[C:22]([C:24]([F:27])([F:26])[F:25])[CH:21]=[CH:20][C:17]=1[CH:18]=O.[Cl:28][C:29]1[CH:34]=[CH:33][C:32]([C:35]2[CH:40]=[CH:39][C:38]([NH2:41])=[CH:37][CH:36]=2)=[CH:31][CH:30]=1.CC(O)=O.